Dataset: Catalyst prediction with 721,799 reactions and 888 catalyst types from USPTO. Task: Predict which catalyst facilitates the given reaction. (1) Product: [CH2:5]([O:17][C:18]1[CH:25]=[CH:24][C:21]([CH2:22][Br:2])=[CH:20][CH:19]=1)[CH2:6][CH2:7][CH2:8][CH2:9][CH2:10][CH2:11][CH2:12][CH2:13][CH2:14][CH2:15][CH3:16]. Reactant: P(Br)(Br)[Br:2].[CH2:5]([O:17][C:18]1[CH:25]=[CH:24][C:21]([CH2:22]O)=[CH:20][CH:19]=1)[CH2:6][CH2:7][CH2:8][CH2:9][CH2:10][CH2:11][CH2:12][CH2:13][CH2:14][CH2:15][CH3:16].O. The catalyst class is: 2. (2) Reactant: [CH3:1][O:2][C:3]1[CH:8]=[CH:7][C:6]([N+:9]([O-:11])=[O:10])=[CH:5][C:4]=1[NH:12][CH:13]1[CH2:18][CH2:17][N:16]([C:19]([O:21][C:22]([CH3:25])([CH3:24])[CH3:23])=[O:20])[CH2:15][CH2:14]1.[C:26]([BH3-])#N.[Na+].C(O)=O.C=O.C(=O)(O)[O-].[Na+]. Product: [CH3:1][O:2][C:3]1[CH:8]=[CH:7][C:6]([N+:9]([O-:11])=[O:10])=[CH:5][C:4]=1[N:12]([CH3:26])[CH:13]1[CH2:14][CH2:15][N:16]([C:19]([O:21][C:22]([CH3:25])([CH3:24])[CH3:23])=[O:20])[CH2:17][CH2:18]1. The catalyst class is: 72. (3) Reactant: C([Si](C)(C)[O:6][C:7]1[CH:8]=[C:9]([C:15]2[O:16][C:17]3[CH:23]=[CH:22][CH:21]=[CH:20][C:18]=3[N:19]=2)[CH:10]=[CH:11][C:12]=1[CH2:13]Br)(C)(C)C.[C-:26]#[N:27].[Na+]. Product: [O:16]1[C:17]2[CH:23]=[CH:22][CH:21]=[CH:20][C:18]=2[N:19]=[C:15]1[C:9]1[CH:10]=[CH:11][C:12]([CH2:13][C:26]#[N:27])=[C:7]([OH:6])[CH:8]=1. The catalyst class is: 31. (4) Reactant: [C:1]([O:5][C@@H:6]([CH3:19])[C@H:7]([NH:10][C:11]1[C:16]([F:17])=[CH:15][N:14]=[C:13]([F:18])[N:12]=1)[CH2:8][OH:9])([CH3:4])([CH3:3])[CH3:2].Cl[C:21](Cl)([O:23]C(=O)OC(Cl)(Cl)Cl)Cl.CC1C=CC=C(C)N=1.CCOC(C)=O.CCCCCCC. Product: [C:1]([O:5][C@H:6]([C@H:7]1[CH2:8][O:9][C:21](=[O:23])[N:10]1[C:11]1[C:16]([F:17])=[CH:15][N:14]=[C:13]([F:18])[N:12]=1)[CH3:19])([CH3:4])([CH3:2])[CH3:3]. The catalyst class is: 34. (5) Reactant: [C:1]1([CH:8]=[CH:7][CH:6]=[C:4]([OH:5])[CH:3]=1)[OH:2].[CH2:9](Cl)[C:10]1[CH:15]=[CH:14][CH:13]=[CH:12][CH:11]=1.C([O-])([O-])=O.[K+].[K+]. Product: [C:10]1([CH2:9][O:2][C:1]2[CH:3]=[C:4]([OH:5])[CH:6]=[CH:7][CH:8]=2)[CH:15]=[CH:14][CH:13]=[CH:12][CH:11]=1. The catalyst class is: 6.